From a dataset of Forward reaction prediction with 1.9M reactions from USPTO patents (1976-2016). Predict the product of the given reaction. (1) Given the reactants Cl[C:2]1[C:7]([F:8])=[CH:6][C:5]([C:9]2[C:18]3[C:13](=[CH:14][C:15]([S:19]([N:22]([C:32]4[CH:36]=[CH:35][O:34][N:33]=4)CC4C=CC(OC)=CC=4)(=[O:21])=[O:20])=[CH:16][CH:17]=3)[C:12](=[O:37])[N:11]([CH3:38])[N:10]=2)=[C:4]([O:39][CH3:40])[CH:3]=1.[F:41][C:42]([F:53])([F:52])[C:43]1[CH:44]=[C:45](B(O)O)[CH:46]=[CH:47][CH:48]=1.C1(P(C2CCCCC2)C2C=CC=CC=2C2C(OC)=CC=CC=2OC)CCCCC1.P([O-])([O-])([O-])=O.[K+].[K+].[K+].OS(C(F)(F)F)(=O)=O, predict the reaction product. The product is: [F:8][C:7]1[CH:6]=[C:5]([C:9]2[C:18]3[C:13](=[CH:14][C:15]([S:19]([NH:22][C:32]4[CH:36]=[CH:35][O:34][N:33]=4)(=[O:21])=[O:20])=[CH:16][CH:17]=3)[C:12](=[O:37])[N:11]([CH3:38])[N:10]=2)[C:4]([O:39][CH3:40])=[CH:3][C:2]=1[C:45]1[CH:46]=[CH:47][CH:48]=[C:43]([C:42]([F:53])([F:52])[F:41])[CH:44]=1. (2) Given the reactants [C:1]([O:5][C:6](=[O:37])[NH:7][CH:8]1[CH2:13][CH2:12][N:11]([CH2:14][CH2:15][O:16][C:17]2[CH:18]=[N:19][C:20]3[C:25]([C:26]=2[O:27]CC2C=CC=CC=2)=[N:24][C:23]([O:35][CH3:36])=[CH:22][CH:21]=3)[CH2:10][CH2:9]1)([CH3:4])([CH3:3])[CH3:2], predict the reaction product. The product is: [C:1]([O:5][C:6](=[O:37])[NH:7][CH:8]1[CH2:9][CH2:10][N:11]([CH2:14][CH2:15][O:16][C:17]2[CH:18]=[N:19][C:20]3[C:25]([C:26]=2[OH:27])=[N:24][C:23]([O:35][CH3:36])=[CH:22][CH:21]=3)[CH2:12][CH2:13]1)([CH3:4])([CH3:3])[CH3:2]. (3) Given the reactants [O:1]=[CH:2][C@@H:3]([C@H:5]([C@@H:7]([C@@H:9](CO)[OH:10])[OH:8])[OH:6])[OH:4], predict the reaction product. The product is: [CH2:2]([OH:1])[C@@H:3]([C@H:5]([C@@H:7]([CH2:9][OH:10])[OH:8])[OH:6])[OH:4].[CH2:9]([OH:10])[C@@H:7]([OH:8])[CH:5]([OH:6])[C@H:3]([OH:4])[CH2:2][OH:1].